From a dataset of Full USPTO retrosynthesis dataset with 1.9M reactions from patents (1976-2016). Predict the reactants needed to synthesize the given product. (1) The reactants are: [Br:1][C:2]1[CH:24]=[CH:23][C:22]([F:25])=[CH:21][C:3]=1[O:4][CH:5]1[CH2:10][CH2:9][N:8]([C:11]2[N:12]=[CH:13][C:14]([C:17]([O:19]C)=O)=[N:15][CH:16]=2)[CH2:7][CH2:6]1.[NH3:26]. Given the product [Br:1][C:2]1[CH:24]=[CH:23][C:22]([F:25])=[CH:21][C:3]=1[O:4][CH:5]1[CH2:10][CH2:9][N:8]([C:11]2[N:12]=[CH:13][C:14]([C:17]([NH2:26])=[O:19])=[N:15][CH:16]=2)[CH2:7][CH2:6]1, predict the reactants needed to synthesize it. (2) Given the product [CH3:65][O:64][N:63]([CH3:62])[C:22]([C:18]1[CH:19]=[C:20]2[C:15](=[CH:16][CH:17]=1)[CH2:14][N:13]([C:11](=[O:12])[C:10]1[CH:25]=[C:26]([CH:37]([CH3:39])[CH3:38])[C:27]([O:29][CH2:30][C:31]3[CH:32]=[CH:33][CH:34]=[CH:35][CH:36]=3)=[CH:28][C:9]=1[O:8][CH2:1][C:49]1[CH:44]=[CH:45][CH:46]=[CH:47][CH:48]=1)[CH2:21]2)=[O:24], predict the reactants needed to synthesize it. The reactants are: [CH2:1]([O:8][C:9]1[CH:28]=[C:27]([O:29][CH2:30][C:31]2[CH:36]=[CH:35][CH:34]=[CH:33][CH:32]=2)[C:26]([CH:37]([CH3:39])[CH3:38])=[CH:25][C:10]=1[C:11]([N:13]1[CH2:21][C:20]2[C:15](=[CH:16][CH:17]=[C:18]([C:22]([OH:24])=O)[CH:19]=2)[CH2:14]1)=[O:12])C1C=CC=CC=1.C(Cl)CCl.[CH:44]1[CH:45]=[CH:46][C:47]2N(O)N=N[C:48]=2[CH:49]=1.CCN(CC)CC.Cl.[CH3:62][NH:63][O:64][CH3:65].